From a dataset of Reaction yield outcomes from USPTO patents with 853,638 reactions. Predict the reaction yield, written as a fraction of the theoretical maximum amount of product (1.0 means a 100% yield; for example, 0.34 means a 34% yield). (1) The reactants are [N+:1]([C:4]1[CH:9]=[CH:8][C:7]([CH2:10][CH2:11][CH2:12][NH:13][C:14](=[O:20])[O:15][C:16]([CH3:19])([CH3:18])[CH3:17])=[CH:6][CH:5]=1)([O-])=O. The catalyst is CO.[Pd]. The product is [NH2:1][C:4]1[CH:5]=[CH:6][C:7]([CH2:10][CH2:11][CH2:12][NH:13][C:14](=[O:20])[O:15][C:16]([CH3:18])([CH3:17])[CH3:19])=[CH:8][CH:9]=1. The yield is 0.880. (2) The reactants are [CH3:1][S:2]([C:5]1[CH:6]=[C:7]([C:11]2[CH:16]=[CH:15][C:14]([C:17]3[N:21]([CH2:22][C:23]([OH:25])=[O:24])[N:20]=[C:19]([C:26]([F:29])([F:28])[F:27])[CH:18]=3)=[CH:13][CH:12]=2)[CH:8]=[CH:9][CH:10]=1)(=[O:4])=[O:3].[CH3:30][N:31]([CH3:35])[CH2:32][CH2:33]O.C(N(CC)CC)C. The catalyst is CS(C)=O.O. The product is [CH3:1][S:2]([C:5]1[CH:6]=[C:7]([C:11]2[CH:16]=[CH:15][C:14]([C:17]3[N:21]([CH2:22][C:23]([O:25][CH2:33][CH2:32][N:31]([CH3:35])[CH3:30])=[O:24])[N:20]=[C:19]([C:26]([F:29])([F:27])[F:28])[CH:18]=3)=[CH:13][CH:12]=2)[CH:8]=[CH:9][CH:10]=1)(=[O:3])=[O:4]. The yield is 0.0600. (3) The reactants are [ClH:1].[NH2:2][C:3]1[S:4][C:5]([C:16]2[CH:21]=[CH:20][N:19]=[C:18]([NH:22][C:23](=[O:30])[C:24]3[CH:29]=[CH:28][CH:27]=[CH:26][CH:25]=3)[CH:17]=2)=[C:6]([C:8]2[CH:13]=[C:12]([CH3:14])[CH:11]=[C:10]([CH3:15])[CH:9]=2)[N:7]=1. The catalyst is CO. The product is [ClH:1].[NH2:2][C:3]1[S:4][C:5]([C:16]2[CH:21]=[CH:20][N:19]=[C:18]([NH:22][C:23](=[O:30])[C:24]3[CH:29]=[CH:28][CH:27]=[CH:26][CH:25]=3)[CH:17]=2)=[C:6]([C:8]2[CH:13]=[C:12]([CH3:14])[CH:11]=[C:10]([CH3:15])[CH:9]=2)[N:7]=1. The yield is 0.730. (4) The reactants are [CH3:1][C:2]1[S:3][C:4]2[CH:10]=[C:9]([S:11]([N:14]3[CH2:19][CH2:18][CH2:17][CH2:16][CH2:15]3)(=[O:13])=[O:12])[CH:8]=[CH:7][C:5]=2[N:6]=1.[CH3:20][O:21][S:22]([C:25]1[CH:30]=[CH:29][C:28]([CH3:31])=[CH:27][CH:26]=1)(=[O:24])=[O:23]. No catalyst specified. The product is [S:22]([C:25]1[CH:30]=[CH:29][C:28]([CH3:31])=[CH:27][CH:26]=1)([OH:24])(=[O:23])=[O:21].[CH3:1][CH:2]1[N:6]([CH3:20])[C:5]2[CH:7]=[CH:8][C:9]([S:11]([N:14]3[CH2:19][CH2:18][CH2:17][CH2:16][CH2:15]3)(=[O:12])=[O:13])=[CH:10][C:4]=2[S:3]1. The yield is 0.860. (5) The reactants are ClC(Cl)(Cl)C[O:4][C:5](=[O:35])[C:6]1[CH:11]=[CH:10][CH:9]=[CH:8][C:7]=1[CH2:12][S:13][C:14]1[CH:19]=[CH:18][C:17]([CH2:20][O:21][C:22](=[O:34])[CH2:23][C:24]2[CH:29]=[CH:28][C:27]([C:30]([F:33])([F:32])[F:31])=[CH:26][CH:25]=2)=[CH:16][CH:15]=1.CC(O)=O.C(Cl)Cl. The catalyst is CCCCCCC.CCOC(C)=O.[Zn]. The product is [F:33][C:30]([F:31])([F:32])[C:27]1[CH:26]=[CH:25][C:24]([CH2:23][C:22]([O:21][CH2:20][C:17]2[CH:18]=[CH:19][C:14]([S:13][CH2:12][C:7]3[CH:8]=[CH:9][CH:10]=[CH:11][C:6]=3[C:5]([OH:35])=[O:4])=[CH:15][CH:16]=2)=[O:34])=[CH:29][CH:28]=1. The yield is 0.690.